Dataset: Catalyst prediction with 721,799 reactions and 888 catalyst types from USPTO. Task: Predict which catalyst facilitates the given reaction. (1) Reactant: [Br:1][C:2]1[CH:3]=[C:4]([CH:8]=[CH:9][CH:10]=1)[C:5](Cl)=[O:6].[NH:11]1[CH2:15][CH2:14][CH2:13][CH2:12]1. Product: [Br:1][C:2]1[CH:3]=[C:4]([C:5]([N:11]2[CH2:15][CH2:14][CH2:13][CH2:12]2)=[O:6])[CH:8]=[CH:9][CH:10]=1. The catalyst class is: 2. (2) Reactant: [Cl:1][C:2]1[CH:7]=[CH:6][C:5]([C:8]2[C:12]([C:13]3[CH:18]=[CH:17][N:16]=[CH:15][N:14]=3)=[C:11]([CH:19]3[CH2:24][CH2:23][C:22](=O)[CH2:21][CH2:20]3)[NH:10][N:9]=2)=[CH:4][CH:3]=1.[CH:26]1([NH2:32])[CH2:31][CH2:30][CH2:29][CH2:28][CH2:27]1.C(O[BH-](OC(=O)C)OC(=O)C)(=O)C.[Na+].C(O)(=O)C. Product: [Cl:1][C:2]1[CH:7]=[CH:6][C:5]([C:8]2[C:12]([C:13]3[CH:18]=[CH:17][N:16]=[CH:15][N:14]=3)=[C:11]([C@H:19]3[CH2:24][CH2:23][C@H:22]([NH:32][CH:26]4[CH2:31][CH2:30][CH2:29][CH2:28][CH2:27]4)[CH2:21][CH2:20]3)[NH:10][N:9]=2)=[CH:4][CH:3]=1. The catalyst class is: 168. (3) Reactant: ClC1N=CN=C([N:8]2[C:16]3[C:11](=[CH:12][C:13]([C:17]([OH:19])=[O:18])=[CH:14][CH:15]=3)[CH2:10][CH2:9]2)C=1.C(OC(N1CCC(O)CC1)=O)(C)C.C[Si]([N-][Si](C)(C)C)(C)C.[Na+].O1CCCC1. Product: [NH:8]1[C:16]2[C:11](=[CH:12][C:13]([C:17]([OH:19])=[O:18])=[CH:14][CH:15]=2)[CH2:10][CH2:9]1. The catalyst class is: 38.